From a dataset of Experimentally validated miRNA-target interactions with 360,000+ pairs, plus equal number of negative samples. Binary Classification. Given a miRNA mature sequence and a target amino acid sequence, predict their likelihood of interaction. The miRNA is hsa-miR-6866-5p with sequence UUAGAGGCUGGAAUAGAGAUUCU. The protein sequence of the target gene is MGGGGSALRVCADHRGGINWLSLSPDGQRLLTGSEDGTARLWSTADGQCCALLQGHESYVTFCQLEDEAAFTCSADCTIRRWDVLTGQCLQVYRGHTSIVNRILVANNQLFSSSYDRTARVWSVDKGQMSREFRGHRNCVLTLAYSAPWDLPSTPCAEEAAAGGLLVTGSTDGTAKVWQVASGCCHQTLRGHTGAVLCLVLDTPGHTAFTGSTDATIRAWDILSGEQLRVFREHRGSVICLELVNRLVYSGSADRTVKCWLADTGECVRTFTAHRRNVSALKYHAGTLFTGSGDACARAF.... Result: 0 (no interaction).